Dataset: Merck oncology drug combination screen with 23,052 pairs across 39 cell lines. Task: Regression. Given two drug SMILES strings and cell line genomic features, predict the synergy score measuring deviation from expected non-interaction effect. (1) Drug 1: O=c1[nH]cc(F)c(=O)[nH]1. Drug 2: NC1(c2ccc(-c3nc4ccn5c(=O)[nH]nc5c4cc3-c3ccccc3)cc2)CCC1. Cell line: MDAMB436. Synergy scores: synergy=11.6. (2) Drug 1: O=c1[nH]cc(F)c(=O)[nH]1. Drug 2: NC1(c2ccc(-c3nc4ccn5c(=O)[nH]nc5c4cc3-c3ccccc3)cc2)CCC1. Cell line: SKMES1. Synergy scores: synergy=18.5. (3) Drug 1: N.N.O=C(O)C1(C(=O)O)CCC1.[Pt]. Drug 2: NC(=O)c1cccc2cn(-c3ccc(C4CCCNC4)cc3)nc12. Cell line: DLD1. Synergy scores: synergy=-11.0. (4) Drug 1: N.N.O=C(O)C1(C(=O)O)CCC1.[Pt]. Drug 2: CC1(c2nc3c(C(N)=O)cccc3[nH]2)CCCN1. Cell line: LOVO. Synergy scores: synergy=3.64. (5) Drug 1: N.N.O=C(O)C1(C(=O)O)CCC1.[Pt]. Drug 2: COC1CC2CCC(C)C(O)(O2)C(=O)C(=O)N2CCCCC2C(=O)OC(C(C)CC2CCC(OP(C)(C)=O)C(OC)C2)CC(=O)C(C)C=C(C)C(O)C(OC)C(=O)C(C)CC(C)C=CC=CC=C1C. Cell line: A2058. Synergy scores: synergy=15.2. (6) Drug 1: CC1CC2C3CCC4=CC(=O)C=CC4(C)C3(F)C(O)CC2(C)C1(O)C(=O)CO. Drug 2: CCc1cnn2c(NCc3ccc[n+]([O-])c3)cc(N3CCCCC3CCO)nc12. Cell line: MSTO. Synergy scores: synergy=-18.2. (7) Drug 1: CN(Cc1cnc2nc(N)nc(N)c2n1)c1ccc(C(=O)NC(CCC(=O)O)C(=O)O)cc1. Drug 2: NC1(c2ccc(-c3nc4ccn5c(=O)[nH]nc5c4cc3-c3ccccc3)cc2)CCC1. Cell line: KPL1. Synergy scores: synergy=-6.63.